This data is from Catalyst prediction with 721,799 reactions and 888 catalyst types from USPTO. The task is: Predict which catalyst facilitates the given reaction. (1) Reactant: [C:1]([NH:8][C@H:9]([C:11](N)=O)[CH3:10])([O:3][C:4]([CH3:7])([CH3:6])[CH3:5])=[O:2].F[B-](F)(F)F.C([O+](CC)CC)C.[F:26][C:27]1[CH:28]=[CH:29][C:30]([N+:40]([O-])=O)=[C:31]([NH:33][C:34]2[CH:39]=[CH:38][CH:37]=[CH:36][N:35]=2)[CH:32]=1. Product: [C:4]([O:3][C:1](=[O:2])[NH:8][C@H:9]([C:10]1[N:33]([C:34]2[CH:39]=[CH:38][CH:37]=[CH:36][N:35]=2)[C:31]2[CH:32]=[C:27]([F:26])[CH:28]=[CH:29][C:30]=2[N:40]=1)[CH3:11])([CH3:7])([CH3:6])[CH3:5]. The catalyst class is: 2. (2) Reactant: [Cl-].[Al+3].[Cl-].[Cl-].[NH:5]1[C:13]2[C:8](=[CH:9][CH:10]=[CH:11][CH:12]=2)[CH2:7][C:6]1=[O:14].[C:15](Cl)(=[O:19])[CH2:16][CH2:17][CH3:18]. Product: [C:15]([C:10]1[CH:9]=[C:8]2[C:13](=[CH:12][CH:11]=1)[NH:5][C:6](=[O:14])[CH2:7]2)(=[O:19])[CH2:16][CH2:17][CH3:18]. The catalyst class is: 26.